Predict the reaction yield, written as a fraction of the theoretical maximum amount of product (1.0 means a 100% yield; for example, 0.34 means a 34% yield). From a dataset of Reaction yield outcomes from USPTO patents with 853,638 reactions. (1) The reactants are [NH:1]([CH2:5][CH2:6][OH:7])[CH2:2][CH2:3][OH:4].C(N(CC)CC)C.[F:15][C:16]([F:50])([F:49])[C:17]1[CH:22]=[C:21]([C:23]2[CH:28]=[CH:27][C:26]([C:29]([F:32])([F:31])[F:30])=[CH:25][CH:24]=2)[N:20]=[C:19]([C:33]2[CH:34]=[C:35]([C:39]3[CH:44]=[CH:43][CH:42]=[C:41]([S:45](Cl)(=[O:47])=[O:46])[CH:40]=3)[CH:36]=[CH:37][CH:38]=2)[N:18]=1. The catalyst is C1COCC1. The product is [OH:4][CH2:3][CH2:2][N:1]([CH2:5][CH2:6][OH:7])[S:45]([C:41]1[CH:40]=[C:39]([C:35]2[CH:36]=[CH:37][CH:38]=[C:33]([C:19]3[N:18]=[C:17]([C:16]([F:15])([F:49])[F:50])[CH:22]=[C:21]([C:23]4[CH:28]=[CH:27][C:26]([C:29]([F:32])([F:30])[F:31])=[CH:25][CH:24]=4)[N:20]=3)[CH:34]=2)[CH:44]=[CH:43][CH:42]=1)(=[O:46])=[O:47]. The yield is 0.530. (2) The reactants are [CH3:1][O:2][C:3](=[O:29])[CH2:4][O:5][CH2:6][C:7]#[C:8][CH2:9][N:10]1[C:15](=[O:16])[CH2:14][CH2:13][CH2:12][C@@H:11]1/[CH:17]=[CH:18]/[C:19](=[O:28])[CH2:20][C:21]1[CH:26]=[CH:25][CH:24]=[C:23]([Cl:27])[CH:22]=1. The catalyst is C1(C)C=CC=CC=1.C1C=CC(P(C2C=CC=CC=2)C2C=CC=CC=2)=CC=1.C1C=CC(P(C2C=CC=CC=2)C2C=CC=CC=2)=CC=1.C1C=CC(P(C2C=CC=CC=2)C2C=CC=CC=2)=CC=1.C1C=CC(P(C2C=CC=CC=2)C2C=CC=CC=2)=CC=1.C1C=CC(P(C2C=CC=CC=2)C2C=CC=CC=2)=CC=1.C1C=CC(P(C2C=CC=CC=2)C2C=CC=CC=2)=CC=1.[Cu].[Cu].[Cu].[Cu].[Cu].[Cu]. The product is [CH3:1][O:2][C:3](=[O:29])[CH2:4][O:5][CH2:6][C:7]#[C:8][CH2:9][N:10]1[C:15](=[O:16])[CH2:14][CH2:13][CH2:12][C@@H:11]1[CH2:17][CH2:18][C:19](=[O:28])[CH2:20][C:21]1[CH:26]=[CH:25][CH:24]=[C:23]([Cl:27])[CH:22]=1. The yield is 0.340. (3) The reactants are [C:1]([C:3]1[CH:8]=[CH:7][C:6](B(O)O)=[CH:5][CH:4]=1)#[N:2].Br[C:13]1[CH:14]=[N:15][CH:16]=[CH:17][C:18]=1[S:19][C:20]([CH3:27])([CH3:26])[C:21]([O:23][CH2:24][CH3:25])=[O:22].C(#N)C.C(=O)([O-])[O-].[Na+].[Na+]. The catalyst is C1COCC1.C1C=CC(P(C2C=CC=CC=2)[C-]2C=CC=C2)=CC=1.C1C=CC(P(C2C=CC=CC=2)[C-]2C=CC=C2)=CC=1.Cl[Pd]Cl.[Fe+2]. The product is [C:1]([C:3]1[CH:8]=[CH:7][C:6]([C:17]2[CH:16]=[N:15][CH:14]=[CH:13][C:18]=2[S:19][C:20]([CH3:26])([CH3:27])[C:21]([O:23][CH2:24][CH3:25])=[O:22])=[CH:5][CH:4]=1)#[N:2]. The yield is 0.700. (4) The reactants are C(NC(C)C)(C)C.[Li]CCCC.[F:13][C:14]1[CH:19]=[CH:18][C:17]([C:20](=[O:22])[CH3:21])=[C:16]([OH:23])[CH:15]=1.[O:24]=[C:25]1[CH2:28][N:27]([C:29]([O:31][CH2:32][C:33]2[CH:38]=[CH:37][CH:36]=[CH:35][CH:34]=2)=[O:30])[CH2:26]1.OP([O-])(O)=O.[K+]. The catalyst is O1CCCC1. The product is [F:13][C:14]1[CH:19]=[CH:18][C:17]([C:20](=[O:22])[CH2:21][C:25]2([OH:24])[CH2:26][N:27]([C:29]([O:31][CH2:32][C:33]3[CH:34]=[CH:35][CH:36]=[CH:37][CH:38]=3)=[O:30])[CH2:28]2)=[C:16]([OH:23])[CH:15]=1. The yield is 0.715.